Dataset: NCI-60 drug combinations with 297,098 pairs across 59 cell lines. Task: Regression. Given two drug SMILES strings and cell line genomic features, predict the synergy score measuring deviation from expected non-interaction effect. Drug 1: CC12CCC(CC1=CCC3C2CCC4(C3CC=C4C5=CN=CC=C5)C)O. Drug 2: CC1C(C(CC(O1)OC2CC(CC3=C2C(=C4C(=C3O)C(=O)C5=C(C4=O)C(=CC=C5)OC)O)(C(=O)C)O)N)O.Cl. Cell line: NCI/ADR-RES. Synergy scores: CSS=1.86, Synergy_ZIP=-2.59, Synergy_Bliss=-3.76, Synergy_Loewe=-5.58, Synergy_HSA=-5.39.